Dataset: Retrosynthesis with 50K atom-mapped reactions and 10 reaction types from USPTO. Task: Predict the reactants needed to synthesize the given product. (1) Given the product CC(C)(C)OC(=O)NCc1cnc(NC(=O)C(F)(F)F)s1, predict the reactants needed to synthesize it. The reactants are: CC(C)(C)OC(=O)NCc1cnc(N)s1.O=C(OC(=O)C(F)(F)F)C(F)(F)F. (2) Given the product CC(C)(C)OP(=O)(OCOc1ccc(-c2coc3cc(OCc4coc(-c5cc(F)cc(C(F)(F)F)c5)n4)ccc3c2=O)cc1)OC(C)(C)C, predict the reactants needed to synthesize it. The reactants are: CC(C)(C)OP(=O)(OCCl)OC(C)(C)C.O=c1c(-c2ccc(O)cc2)coc2cc(OCc3coc(-c4cc(F)cc(C(F)(F)F)c4)n3)ccc12. (3) Given the product COC(=O)N[C@H](Cc1ccccc1)C(=O)O, predict the reactants needed to synthesize it. The reactants are: COC(=O)Cl.N[C@H](Cc1ccccc1)C(=O)O. (4) Given the product CN(O)Cc1nnc2n1-c1ccc(Br)cc1C(c1ccccn1)=NC2, predict the reactants needed to synthesize it. The reactants are: CNO.ClCc1nnc2n1-c1ccc(Br)cc1C(c1ccccn1)=NC2. (5) Given the product COCCN1CCC(n2nc(-c3ccc(NC(=O)c4cc5ccccc5n4C)c(OC)c3)c3c(N)ncnc32)C1, predict the reactants needed to synthesize it. The reactants are: COCCBr.COc1cc(-c2nn(C3CCNC3)c3ncnc(N)c23)ccc1NC(=O)c1cc2ccccc2n1C. (6) Given the product CC(=O)NC[C@H]1CN(c2ccc(OCC3(OC(=O)CCC(=O)O)CCN(c4nc5c(cc4F)c(=O)c(C(=O)O)cn5C4CC4)CC3)c(F)c2)C(=O)O1, predict the reactants needed to synthesize it. The reactants are: CC(=O)NC[C@H]1CN(c2ccc(OCC3(OC(=O)CCC(=O)OCc4ccccc4)CCN(c4nc5c(cc4F)c(=O)c(C(=O)O)cn5C4CC4)CC3)c(F)c2)C(=O)O1. (7) Given the product CCOc1ccc(Cc2cc([C@]34OC[C@](C(C)OC(=O)OC(C)C)(O3)C(OCc3ccccc3)[C@H](OCc3ccccc3)[C@H]4OCc3ccccc3)ccc2Cl)cc1, predict the reactants needed to synthesize it. The reactants are: CC(C)OC(=O)Cl.CCOc1ccc(Cc2cc([C@]34OC[C@](C(C)O)(O3)[C@@H](OCc3ccccc3)[C@H](OCc3ccccc3)[C@H]4OCc3ccccc3)ccc2Cl)cc1. (8) Given the product CCOC(=O)Nc1ccc2[nH]ccc2c1, predict the reactants needed to synthesize it. The reactants are: CCOC(=O)Cl.Nc1ccc2[nH]ccc2c1. (9) Given the product CCOC(=O)N1c2ccc(C(F)(F)F)cc2[C@@H](Nc2nc(O)ncc2Cc2cc(C(F)(F)F)cc(C(F)(F)F)c2)C[C@H]1CC, predict the reactants needed to synthesize it. The reactants are: CCOC(=O)N1c2ccc(C(F)(F)F)cc2[C@@H](Nc2nc(OCc3ccc(OC)cc3)ncc2Cc2cc(C(F)(F)F)cc(C(F)(F)F)c2)C[C@H]1CC.